From a dataset of Reaction yield outcomes from USPTO patents with 853,638 reactions. Predict the reaction yield, written as a fraction of the theoretical maximum amount of product (1.0 means a 100% yield; for example, 0.34 means a 34% yield). (1) The reactants are C([N:8]1[CH2:16][C:15]2[C:10](=[CH:11][CH:12]=[C:13]([N+:17]([O-])=O)[CH:14]=2)[CH2:9]1)C1C=CC=CC=1.[ClH:20]. The catalyst is CCO.[OH-].[OH-].[Pd+2]. The product is [ClH:20].[NH2:17][C:13]1[CH:14]=[C:15]2[C:10](=[CH:11][CH:12]=1)[CH2:9][NH:8][CH2:16]2. The yield is 0.360. (2) The reactants are [CH3:1][O:2][C:3]([C:5]1[S:6][C:7]([CH3:13])=[C:8]([N+:10]([O-])=O)[CH:9]=1)=[O:4].[H][H]. The catalyst is C(OCC)(=O)C.[Pd]. The product is [CH3:1][O:2][C:3]([C:5]1[S:6][C:7]([CH3:13])=[C:8]([NH2:10])[CH:9]=1)=[O:4]. The yield is 0.998. (3) The reactants are [CH:1]([C@@H:14]1[CH2:20][C@@H:19]2[C@@H:17]([O:18]2)[CH2:16][O:15]1)([C:8]1[CH:13]=[CH:12][CH:11]=[CH:10][CH:9]=1)[C:2]1[CH:7]=[CH:6][CH:5]=[CH:4][CH:3]=1.CO.O.[N-:24]=[N+:25]=[N-:26].[Na+].[NH4+].[Cl-]. The catalyst is CCOCC. The product is [N:24]([C@@H:17]1[CH2:16][O:15][C@H:14]([CH:1]([C:8]2[CH:13]=[CH:12][CH:11]=[CH:10][CH:9]=2)[C:2]2[CH:7]=[CH:6][CH:5]=[CH:4][CH:3]=2)[CH2:20][C@H:19]1[OH:18])=[N+:25]=[N-:26]. The yield is 0.950. (4) The reactants are [CH2:1]([O:8][C:9]1[CH:14]=[CH:13][C:12]([C:15]2[N:16]([CH:21]3[CH2:26][CH2:25][CH2:24][CH2:23][CH2:22]3)[CH:17]=[C:18](Br)[N:19]=2)=[CH:11][CH:10]=1)[C:2]1[CH:7]=[CH:6][CH:5]=[CH:4][CH:3]=1.[C:27]([O:31][C:32]([CH3:35])([CH3:34])[CH3:33])(=[O:30])[CH:28]=[CH2:29].N#N.C(N(CC)CC)C. The catalyst is CN(C=O)C.CC([O-])=O.CC([O-])=O.[Pd+2].C1(C)C=CC=CC=1P(C1C=CC=CC=1C)C1C=CC=CC=1C. The product is [CH2:1]([O:8][C:9]1[CH:14]=[CH:13][C:12]([C:15]2[N:16]([CH:21]3[CH2:26][CH2:25][CH2:24][CH2:23][CH2:22]3)[CH:17]=[C:18](/[CH:29]=[CH:28]/[C:27]([O:31][C:32]([CH3:35])([CH3:34])[CH3:33])=[O:30])[N:19]=2)=[CH:11][CH:10]=1)[C:2]1[CH:7]=[CH:6][CH:5]=[CH:4][CH:3]=1. The yield is 0.600. (5) The reactants are [Br:1][C:2]1[CH:3]=[C:4]2[C:8](=[CH:9][CH:10]=1)[NH:7][C:6](=[O:11])[C:5]2=[O:12].[CH3:13][Mg]Br.[Cl-].[NH4+]. The catalyst is C1COCC1. The product is [Br:1][C:2]1[CH:3]=[C:4]2[C:8](=[CH:9][CH:10]=1)[NH:7][C:6](=[O:11])[C:5]2([OH:12])[CH3:13]. The yield is 0.290. (6) The reactants are [NH2:1][C@H:2]1[CH2:6][CH2:5][N:4]([C:7]2[C:12]([C:13]([O:15][CH:16]([CH3:18])[CH3:17])=[O:14])=[CH:11][CH:10]=[CH:9][N:8]=2)[CH2:3]1.[CH2:19]([C:21]1[CH:22]=[C:23]([CH:26]=[CH:27][CH:28]=1)[CH:24]=O)[CH3:20].[BH-](OC(C)=O)(OC(C)=O)OC(C)=O.[Na+].O. The catalyst is C1COCC1. The product is [CH2:19]([C:21]1[CH:22]=[C:23]([CH2:24][NH:1][C@H:2]2[CH2:6][CH2:5][N:4]([C:7]3[C:12]([C:13]([O:15][CH:16]([CH3:18])[CH3:17])=[O:14])=[CH:11][CH:10]=[CH:9][N:8]=3)[CH2:3]2)[CH:26]=[CH:27][CH:28]=1)[CH3:20]. The yield is 0.270. (7) The reactants are FC(F)(F)C(O)=O.[Cl:8][C:9]1[CH:14]=[CH:13][C:12]([NH:15][C:16]([CH:18]2[CH2:23][C:22](=[CH2:24])[CH2:21][NH:20][CH2:19]2)=[O:17])=[CH:11][CH:10]=1.[O:25]1[CH:29]=[CH:28][CH:27]=[C:26]1[C:30]1[CH:31]=[C:32]([CH:36]=[CH:37][CH:38]=1)[C:33](O)=[O:34].C(N(CC)C(C)C)(C)C.Cl.C(N=C=NCCCN(C)C)C. The catalyst is C1COCC1.CN(C)C1C=CN=CC=1.C(OCC)(=O)C. The product is [Cl:8][C:9]1[CH:10]=[CH:11][C:12]([NH:15][C:16]([CH:18]2[CH2:23][C:22](=[CH2:24])[CH2:21][N:20]([C:33](=[O:34])[C:32]3[CH:36]=[CH:37][CH:38]=[C:30]([C:26]4[O:25][CH:29]=[CH:28][CH:27]=4)[CH:31]=3)[CH2:19]2)=[O:17])=[CH:13][CH:14]=1. The yield is 0.410. (8) The reactants are B.C1C[O:5]CC1.[CH3:7][O:8][C:9]1[CH:14]=[CH:13][C:12]([N:15]2[CH2:20][CH2:19][N:18]([C:21]3[C:22]([CH3:35])=[C:23]([CH3:34])[C:24]4[O:28][C:27]([CH3:30])([CH3:29])[C:26](=[CH2:31])[C:25]=4[C:32]=3[CH3:33])[CH2:17][CH2:16]2)=[CH:11][CH:10]=1.[H][H].[OH-].[Na+].O.OO. The catalyst is C1COCC1.O. The product is [CH3:7][O:8][C:9]1[CH:10]=[CH:11][C:12]([N:15]2[CH2:20][CH2:19][N:18]([C:21]3[C:22]([CH3:35])=[C:23]([CH3:34])[C:24]4[O:28][C:27]([CH3:29])([CH3:30])[CH:26]([CH2:31][OH:5])[C:25]=4[C:32]=3[CH3:33])[CH2:17][CH2:16]2)=[CH:13][CH:14]=1. The yield is 0.890. (9) The reactants are CCN(C(C)C)C(C)C.[C:10]([O:14][C:15]([N:17]([CH2:29][C:30]([NH:32][NH2:33])=[O:31])[CH:18]1[CH2:21][N:20]([C:22]([O:24][C:25]([CH3:28])([CH3:27])[CH3:26])=[O:23])[CH2:19]1)=[O:16])([CH3:13])([CH3:12])[CH3:11].[CH2:34]([O:41][N:42]1[C:48](=[O:49])[N:47]2[CH2:50][C@H:43]1[CH2:44][CH2:45][CH:46]2[C:51](O)=[O:52])[C:35]1[CH:40]=[CH:39][CH:38]=[CH:37][CH:36]=1.CN(C(ON1N=NC2C=CC=NC1=2)=[N+](C)C)C.F[P-](F)(F)(F)(F)F. The catalyst is C(Cl)Cl. The product is [CH2:34]([O:41][N:42]1[C:48](=[O:49])[N:47]2[CH2:50][C@H:43]1[CH2:44][CH2:45][C@H:46]2[C:51]([NH:33][NH:32][C:30](=[O:31])[CH2:29][N:17]([C:15]([O:14][C:10]([CH3:11])([CH3:12])[CH3:13])=[O:16])[CH:18]1[CH2:21][N:20]([C:22]([O:24][C:25]([CH3:26])([CH3:27])[CH3:28])=[O:23])[CH2:19]1)=[O:52])[C:35]1[CH:36]=[CH:37][CH:38]=[CH:39][CH:40]=1. The yield is 0.860. (10) The reactants are [Br:1][C:2]1[CH:7]=[CH:6][C:5]([NH:8][C:9]2[N:10]([CH3:19])[C:11](=[O:18])[CH:12]=[CH:13][C:14]=2[C:15]([OH:17])=O)=[C:4]([F:20])[CH:3]=1.[CH:21]([O:23][CH2:24][CH2:25][O:26][NH2:27])=[CH2:22]. No catalyst specified. The product is [CH:21]([O:23][CH2:24][CH2:25][O:26][NH:27][C:15]([C:14]1[CH:13]=[CH:12][C:11](=[O:18])[N:10]([CH3:19])[C:9]=1[NH:8][C:5]1[CH:6]=[CH:7][C:2]([Br:1])=[CH:3][C:4]=1[F:20])=[O:17])=[CH2:22]. The yield is 0.600.